This data is from Full USPTO retrosynthesis dataset with 1.9M reactions from patents (1976-2016). The task is: Predict the reactants needed to synthesize the given product. (1) Given the product [Cl:1][C:2]1[CH:3]=[C:4]2[C:9](=[C:10]([OH:12])[CH:11]=1)[NH:8][C:7](=[O:14])[C:6]([CH:15]=[O:16])=[CH:5]2, predict the reactants needed to synthesize it. The reactants are: [Cl:1][C:2]1[CH:3]=[C:4]2[C:9](=[C:10]([O:12]C)[CH:11]=1)[NH:8][C:7](=[O:14])[C:6]([CH:15]=[O:16])=[CH:5]2.C([S-])C.[Na+]. (2) Given the product [C:1]([C:5]1[C:6]2[C:16](=[O:17])[CH2:15][CH2:14][C:7]=2[NH:8][C:9]=1[C:10]([OH:12])=[O:11])([CH3:4])([CH3:2])[CH3:3], predict the reactants needed to synthesize it. The reactants are: [C:1]([C:5]1[C:6]2[C:16](=[O:17])[CH2:15][CH2:14][C:7]=2[NH:8][C:9]=1[C:10]([O:12]C)=[O:11])([CH3:4])([CH3:3])[CH3:2].O.[OH-].[Li+].